Predict the reaction yield, written as a fraction of the theoretical maximum amount of product (1.0 means a 100% yield; for example, 0.34 means a 34% yield). From a dataset of Reaction yield outcomes from USPTO patents with 853,638 reactions. The reactants are Cl[C:2](=[CH2:5])[C:3]#[N:4].[NH2:6][C:7]1[CH:12]=[CH:11][CH:10]=[CH:9][C:8]=1[OH:13].[Cl-].[K+]. The catalyst is CC(C)=O. The product is [O:13]1[C:8]2[CH:9]=[CH:10][CH:11]=[CH:12][C:7]=2[NH:6][CH2:5][CH:2]1[C:3]#[N:4]. The yield is 0.216.